Task: Binary Classification. Given a drug SMILES string, predict its activity (active/inactive) in a high-throughput screening assay against a specified biological target.. Dataset: Cav3 T-type calcium channel HTS with 100,875 compounds (1) The compound is S(=O)(=O)(c1c2c(n(c1)C)cccc2)CC(=O)Nc1noc(c1)C. The result is 0 (inactive). (2) The drug is O(c1c(N2CCN(CC2)c2c3c(ncc2C(OCC)=O)ccc(OCC)c3)cccc1)C. The result is 0 (inactive). (3) The molecule is O1C(OCCCCO)CC(C(C)(C)C)C=C1C(=O)N. The result is 0 (inactive). (4) The drug is S1(=O)(=O)CC(N2CCC(CC2)c2ccccc2)C(O)C1. The result is 0 (inactive). (5) The result is 0 (inactive). The compound is O=C/1N(CC=C)C(=O)NC(=O)C1=C(\Nc1c(NC(=O)C)cccc1)CC. (6) The compound is s1c(nnc1NC(=O)CCC(=O)N1CCOCC1)CC(C)C. The result is 0 (inactive).